From a dataset of Full USPTO retrosynthesis dataset with 1.9M reactions from patents (1976-2016). Predict the reactants needed to synthesize the given product. Given the product [CH3:27][O:26][C:23]1[CH:24]=[C:25]2[C:20](=[CH:21][C:22]=1[O:28][CH3:29])[N:19]=[CH:18][N:17]=[C:16]2[O:30][C:2]1[CH:7]=[CH:6][C:5]([NH:1][C:2]2[CH:7]=[CH:6][CH:5]=[CH:4][C:3]=2[N:9]2[CH2:14][CH2:13][O:12][CH2:11][CH2:10]2)=[CH:4][CH:3]=1, predict the reactants needed to synthesize it. The reactants are: [NH2:1][C:2]1[CH:7]=[CH:6][C:5](O)=[CH:4][C:3]=1[N:9]1[CH2:14][CH2:13][O:12][CH2:11][CH2:10]1.Cl[C:16]1[C:25]2[C:20](=[CH:21][C:22]([O:28][CH3:29])=[C:23]([O:26][CH3:27])[CH:24]=2)[N:19]=[CH:18][N:17]=1.[OH-:30].[Na+].